Dataset: Orexin1 receptor HTS with 218,158 compounds and 233 confirmed actives. Task: Binary Classification. Given a drug SMILES string, predict its activity (active/inactive) in a high-throughput screening assay against a specified biological target. (1) The compound is S(=O)(=O)(N1CCc2c(C1)cccc2)c1ccc(cc1)C. The result is 0 (inactive). (2) The result is 0 (inactive). The drug is OC1=C(C(N(CCCn2ccnc2)C1=O)c1ccc(cc1)C)C(OCC)=O. (3) The molecule is S(=O)(=O)(n1nc(n2c(ccc2C)C)c2c1cccc2F)c1c2ncccc2ccc1. The result is 1 (active). (4) The compound is O=C(NCc1c(OC)cccc1)C1CCN(CC1)c1ncnc2n3c(nc12)CCCCC3. The result is 0 (inactive). (5) The molecule is O=C(Nc1c(cc(cc1C)C)C)CN1CCN(CC1)c1ccc(OC)cc1. The result is 0 (inactive). (6) The drug is O(c1c(C(N2CCN(CC2)c2ccc(OC)cc2)c2n(nnn2)C2CCCC2)cccc1OC)C. The result is 0 (inactive). (7) The drug is O=C(N1CCCCC1)C1CCN(CC1)c1n2nc(c(c2nc(c1)C)c1cc(OC)c(OC)cc1)C. The result is 0 (inactive). (8) The compound is S1c2c(NC(=O)C1C)cc(C(=O)N(CCC)CC(=O)Nc1c(OC)cccc1)cc2. The result is 0 (inactive).